From a dataset of Peptide-MHC class I binding affinity with 185,985 pairs from IEDB/IMGT. Regression. Given a peptide amino acid sequence and an MHC pseudo amino acid sequence, predict their binding affinity value. This is MHC class I binding data. (1) The peptide sequence is GSEEIKSLY. The MHC is HLA-B15:17 with pseudo-sequence HLA-B15:17. The binding affinity (normalized) is 0.575. (2) The peptide sequence is VVFGILIKR. The MHC is HLA-A31:01 with pseudo-sequence HLA-A31:01. The binding affinity (normalized) is 0.770. (3) The peptide sequence is KSLYNTIAVLY. The MHC is HLA-B39:01 with pseudo-sequence HLA-B39:01. The binding affinity (normalized) is 0.0847. (4) The peptide sequence is EVLRPTTLV. The MHC is HLA-A02:03 with pseudo-sequence HLA-A02:03. The binding affinity (normalized) is 0.204. (5) The peptide sequence is SFNHVLKRK. The MHC is HLA-A33:01 with pseudo-sequence HLA-A33:01. The binding affinity (normalized) is 0.185. (6) The peptide sequence is SYMMDDLELI. The MHC is HLA-A02:01 with pseudo-sequence HLA-A02:01. The binding affinity (normalized) is 0.550. (7) The peptide sequence is AVYNFATC. The MHC is H-2-Db with pseudo-sequence H-2-Db. The binding affinity (normalized) is 0.177. (8) The peptide sequence is GNYVHLPLSPR. The MHC is HLA-B27:05 with pseudo-sequence HLA-B27:05. The binding affinity (normalized) is 0.